From a dataset of Reaction yield outcomes from USPTO patents with 853,638 reactions. Predict the reaction yield, written as a fraction of the theoretical maximum amount of product (1.0 means a 100% yield; for example, 0.34 means a 34% yield). (1) The reactants are [Cl:1][C:2]1[CH:7]=[C:6]([Cl:8])[CH:5]=[CH:4][C:3]=1[C:9]1[N:10]=[C:11](/[CH:30]=[CH:31]/[C:32]2[CH:37]=[CH:36][C:35]([OH:38])=[CH:34][CH:33]=2)[N:12]([CH2:14][C:15]([NH:17][CH:18]([C:20]2[C:29]3[C:24](=[CH:25][CH:26]=[CH:27][CH:28]=3)[CH:23]=[CH:22][CH:21]=2)[CH3:19])=[O:16])[CH:13]=1.[CH2:39](Br)[CH3:40]. No catalyst specified. The product is [Cl:1][C:2]1[CH:7]=[C:6]([Cl:8])[CH:5]=[CH:4][C:3]=1[C:9]1[N:10]=[C:11](/[CH:30]=[CH:31]/[C:32]2[CH:33]=[CH:34][C:35]([O:38][CH2:39][CH3:40])=[CH:36][CH:37]=2)[N:12]([CH2:14][C:15]([NH:17][CH:18]([C:20]2[C:29]3[C:24](=[CH:25][CH:26]=[CH:27][CH:28]=3)[CH:23]=[CH:22][CH:21]=2)[CH3:19])=[O:16])[CH:13]=1. The yield is 0.820. (2) The reactants are [F:1][C:2]([F:26])([O:7][C:8]1[CH:13]=[CH:12][C:11]([N:14]2[CH:18]=[N:17][C:16]([C:19]3[CH:24]=[CH:23][C:22]([CH3:25])=[CH:21][CH:20]=3)=[N:15]2)=[CH:10][CH:9]=1)[C:3]([F:6])([F:5])[F:4].[OH-:27].[K+]. The catalyst is C(#N)C.O.O1CCOCC1. The product is [F:26][C:2]([F:1])([O:7][C:8]1[CH:9]=[CH:10][C:11]([N:14]2[CH:18]=[N:17][C:16]([C:19]3[CH:20]=[CH:21][C:22]([CH:25]=[O:27])=[CH:23][CH:24]=3)=[N:15]2)=[CH:12][CH:13]=1)[C:3]([F:6])([F:5])[F:4]. The yield is 0.300. (3) The product is [C:2]1([C:16]2[CH:21]=[CH:20][CH:19]=[CH:18][CH:17]=2)[CH:7]=[CH:6][CH:5]=[CH:4][CH:3]=1. The reactants are Br[C:2]1[CH:7]=[CH:6][CH:5]=[CH:4][CH:3]=1.[O-]P([O-])([O-])=O.[K+].[K+].[K+].[C:16]1(B(O)O)[CH:21]=[CH:20][CH:19]=[CH:18][CH:17]=1.O. The catalyst is C(O)(C)C. The yield is 0.730.